From a dataset of Full USPTO retrosynthesis dataset with 1.9M reactions from patents (1976-2016). Predict the reactants needed to synthesize the given product. (1) Given the product [Br:8][C:7]1[N:6]=[C:5]([C:9]([CH3:20])([C:15]([O:17][CH2:18][CH3:19])=[O:16])[C:10]([O:12][CH2:13][CH3:14])=[O:11])[CH:4]=[CH:3][C:2]=1[NH:1][S:22]([CH3:21])(=[O:24])=[O:23], predict the reactants needed to synthesize it. The reactants are: [NH2:1][C:2]1[CH:3]=[CH:4][C:5]([C:9]([CH3:20])([C:15]([O:17][CH2:18][CH3:19])=[O:16])[C:10]([O:12][CH2:13][CH3:14])=[O:11])=[N:6][C:7]=1[Br:8].[CH3:21][S:22](Cl)(=[O:24])=[O:23].O. (2) Given the product [ClH:37].[ClH:1].[ClH:37].[F:3][C:4]1[CH:5]=[C:6]([N:11]([CH:31]2[CH2:32][CH2:33][N:34]([CH2:38][C:39]3[CH:44]=[CH:43][N:42]=[C:41]([C:45]4[CH:50]=[CH:49][CH:48]=[C:47]([O:51][CH3:52])[CH:46]=4)[CH:40]=3)[CH2:35][CH2:36]2)[CH2:12][C:13]2[CH:14]=[C:15]([C:19]3[CH:20]=[C:21]([O:29][CH3:30])[C:22]([O:27][CH3:28])=[C:23]([O:25][CH3:26])[CH:24]=3)[CH:16]=[N:17][CH:18]=2)[CH:7]=[CH:8][C:9]=1[F:10], predict the reactants needed to synthesize it. The reactants are: [ClH:1].Cl.[F:3][C:4]1[CH:5]=[C:6]([N:11]([CH:31]2[CH2:36][CH2:35][NH:34][CH2:33][CH2:32]2)[CH2:12][C:13]2[CH:14]=[C:15]([C:19]3[CH:24]=[C:23]([O:25][CH3:26])[C:22]([O:27][CH3:28])=[C:21]([O:29][CH3:30])[CH:20]=3)[CH:16]=[N:17][CH:18]=2)[CH:7]=[CH:8][C:9]=1[F:10].[Cl:37][CH2:38][C:39]1[CH:44]=[CH:43][N:42]=[C:41]([C:45]2[CH:50]=[CH:49][CH:48]=[C:47]([O:51][CH3:52])[CH:46]=2)[CH:40]=1.